From a dataset of Catalyst prediction with 721,799 reactions and 888 catalyst types from USPTO. Predict which catalyst facilitates the given reaction. (1) Reactant: [Na].[OH:2][C:3]1[CH:8]=[CH:7][C:6]([C:9]2[CH:14]=[CH:13][C:12]([C:15]([O:17][CH3:18])=[O:16])=[CH:11][CH:10]=2)=[CH:5][CH:4]=1.CS(O[CH2:24][CH2:25][CH2:26][O:27][C:28]1[CH:37]=[CH:36][C:35]2[C:30](=[C:31]([CH2:38][CH2:39][NH:40][C:41](=[O:43])[CH3:42])[CH:32]=[CH:33][CH:34]=2)[CH:29]=1)(=O)=O.Cl. Product: [C:41]([NH:40][CH2:39][CH2:38][C:31]1[CH:32]=[CH:33][CH:34]=[C:35]2[C:30]=1[CH:29]=[C:28]([O:27][CH2:26][CH2:25][CH2:24][O:2][C:3]1[CH:4]=[CH:5][C:6]([C:9]3[CH:14]=[CH:13][C:12]([C:15]([O:17][CH3:18])=[O:16])=[CH:11][CH:10]=3)=[CH:7][CH:8]=1)[CH:37]=[CH:36]2)(=[O:43])[CH3:42]. The catalyst class is: 72. (2) Reactant: [Cl:1][C:2]1[C:11]([CH3:12])=[C:10]2[C:5]([C:6]([N:13]3[CH2:18][CH2:17][NH:16][CH2:15][CH2:14]3)=[CH:7][CH:8]=[N:9]2)=[CH:4][CH:3]=1.[F:19][C:20]1[CH:25]=[CH:24][C:23]([N:26]=[C:27]=[O:28])=[CH:22][CH:21]=1.CCCCCC.CCOC(C)=O. Product: [Cl:1][C:2]1[C:11]([CH3:12])=[C:10]2[C:5]([C:6]([N:13]3[CH2:18][CH2:17][N:16]([C:27]([NH:26][C:23]4[CH:24]=[CH:25][C:20]([F:19])=[CH:21][CH:22]=4)=[O:28])[CH2:15][CH2:14]3)=[CH:7][CH:8]=[N:9]2)=[CH:4][CH:3]=1. The catalyst class is: 251. (3) Reactant: Cl[C:2]1[N:7]=[C:6]2[N:8]([CH2:20][CH2:21][CH:22]3[CH2:27][CH2:26][N:25](C(OC(C)(C)C)=O)[CH2:24][CH2:23]3)[N:9]=[C:10]([NH:11][C:12]3[C:17]([Cl:18])=[CH:16][CH:15]=[CH:14][C:13]=3[Cl:19])[C:5]2=[CH:4][N:3]=1.[NH2:35][C:36]1[CH:41]=[CH:40][CH:39]=[CH:38][CH:37]=1.C(O)(C(F)(F)F)=O. Product: [Cl:18][C:17]1[CH:16]=[CH:15][CH:14]=[C:13]([Cl:19])[C:12]=1[NH:11][C:10]1[C:5]2[C:6](=[N:7][C:2]([NH:35][C:36]3[CH:41]=[CH:40][CH:39]=[CH:38][CH:37]=3)=[N:3][CH:4]=2)[N:8]([CH2:20][CH2:21][CH:22]2[CH2:23][CH2:24][NH:25][CH2:26][CH2:27]2)[N:9]=1. The catalyst class is: 12.